This data is from Reaction yield outcomes from USPTO patents with 853,638 reactions. The task is: Predict the reaction yield, written as a fraction of the theoretical maximum amount of product (1.0 means a 100% yield; for example, 0.34 means a 34% yield). (1) The catalyst is CO. The reactants are C(OC([N:6]1[CH:15]=[C:14]([CH:16]=[O:17])[C:13]2[C:8](=[CH:9][C:10]([O:22][CH3:23])=[C:11]([O:18]C(=O)C)[CH:12]=2)[CH:7]1[CH2:24][C:25]1[CH:30]=[CH:29][CH:28]=[C:27]([O:31][CH2:32][CH3:33])[CH:26]=1)=O)C.[OH-].[K+]. The product is [OH:18][C:11]1[CH:12]=[C:13]2[C:8](=[CH:9][C:10]=1[O:22][CH3:23])[CH:7]([CH2:24][C:25]1[CH:30]=[CH:29][CH:28]=[C:27]([O:31][CH2:32][CH3:33])[CH:26]=1)[NH:6][CH:15]=[C:14]2[CH:16]=[O:17]. The yield is 0.880. (2) The reactants are Cl.O1CCOCC1.C(OC(=O)[C:12]([N:14]([CH2:16][C:17]([C:27]1[CH:32]=[CH:31][CH:30]=[C:29]([Br:33])[CH:28]=1)([NH:19][C:20](OC(C)(C)C)=[O:21])[CH3:18])[CH3:15])=[O:13])C. No catalyst specified. The product is [Br:33][C:29]1[CH:28]=[C:27]([C:17]2([CH3:18])[CH2:16][N:14]([CH3:15])[C:12](=[O:13])[C:20](=[O:21])[NH:19]2)[CH:32]=[CH:31][CH:30]=1. The yield is 0.980. (3) The reactants are [CH3:1][O:2][C:3]1[CH:4]=[C:5]2[C:10](=[CH:11][C:12]=1[O:13][CH3:14])[N:9]=[CH:8][CH:7]=[C:6]2[O:15][C:16]1[C:22]([CH3:23])=[CH:21][C:19]([NH2:20])=[C:18]([CH3:24])[CH:17]=1.Cl[C:26](Cl)([O:28][C:29](=[O:35])OC(Cl)(Cl)Cl)Cl.[CH:37]1(CO)[CH2:42][CH2:41][CH2:40][CH2:39][CH2:38]1.C(=O)(O)[O-].[Na+]. The catalyst is C(Cl)Cl.C(N(CC)CC)C.C1(C)C=CC=CC=1. The product is [CH3:1][O:2][C:3]1[CH:4]=[C:5]2[C:10](=[CH:11][C:12]=1[O:13][CH3:14])[N:9]=[CH:8][CH:7]=[C:6]2[O:15][C:16]1[C:22]([CH3:23])=[CH:21][C:19]([NH:20][C:29](=[O:35])[O:28][CH2:26][CH:37]2[CH2:42][CH2:41][CH2:40][CH2:39][CH2:38]2)=[C:18]([CH3:24])[CH:17]=1. The yield is 0.830. (4) The catalyst is C(O)CCC. The reactants are [CH:1]1[CH:2]=[CH:3][C:4]([C:7]2[N:8]=[C:9](Cl)[CH:10]=[C:11]([Cl:13])[N:12]=2)=[CH:5][CH:6]=1.[NH2:15][C:16]1[CH:20]=[C:19]([CH3:21])[NH:18][N:17]=1.C(N(CC)C(C)C)(C)C.[I-].[Na+]. The yield is 0.290. The product is [Cl:13][C:11]1[N:12]=[C:7]([C:4]2[CH:5]=[CH:6][CH:1]=[CH:2][CH:3]=2)[N:8]=[C:9]([NH:15][C:16]2[NH:17][N:18]=[C:19]([CH3:21])[CH:20]=2)[CH:10]=1. (5) The yield is 0.450. No catalyst specified. The reactants are [NH2:1][C:2]1[C:7]([NH2:8])=[C:6]([NH:9][C@@H:10]2[C@@H:15]3[CH2:16][C@@H:12]([CH:13]=[CH:14]3)[C@@H:11]2[C:17]([NH2:19])=[O:18])[C:5]([Br:20])=[CH:4][N:3]=1.[N:21]1([C:26]2[CH:33]=[CH:32][CH:31]=[CH:30][C:27]=2[CH:28]=O)[CH:25]=[CH:24][CH:23]=[N:22]1. The product is [Br:20][C:5]1[C:6]([NH:9][C@@H:10]2[C@@H:15]3[CH2:16][C@@H:12]([CH:13]=[CH:14]3)[C@@H:11]2[C:17]([NH2:19])=[O:18])=[C:7]2[N:8]=[C:28]([C:27]3[CH:30]=[CH:31][CH:32]=[CH:33][C:26]=3[N:21]3[CH:25]=[CH:24][CH:23]=[N:22]3)[NH:1][C:2]2=[N:3][CH:4]=1. (6) The reactants are [F:1][C:2]1[CH:7]=[CH:6][C:5]([C:8]2[CH:9]=[C:10]([CH:13]=[CH:14][C:15]=2[O:16]C)[CH:11]=[O:12])=[CH:4][C:3]=1[S:18]([CH3:21])(=[O:20])=[O:19].B(Br)(Br)Br.CO. The catalyst is C(Cl)Cl. The yield is 0.890. The product is [F:1][C:2]1[CH:7]=[CH:6][C:5]([C:8]2[CH:9]=[C:10]([CH:13]=[CH:14][C:15]=2[OH:16])[CH:11]=[O:12])=[CH:4][C:3]=1[S:18]([CH3:21])(=[O:19])=[O:20].